Dataset: Forward reaction prediction with 1.9M reactions from USPTO patents (1976-2016). Task: Predict the product of the given reaction. (1) Given the reactants Cl.[NH2:2][C:3]1[CH:8]=[CH:7][C:6]([N:9]2[CH2:13][CH2:12][C@@H:11]([NH:14][C:15](=[O:17])[CH3:16])[CH2:10]2)=[CH:5][CH:4]=1.CCN(C(C)C)C(C)C.N1(/[C:32](/[NH:41][C:42](=[O:48])[O:43][C:44]([CH3:47])([CH3:46])[CH3:45])=[N:33]\[C:34](=[O:40])[O:35][C:36]([CH3:39])([CH3:38])[CH3:37])C=CC=N1, predict the reaction product. The product is: [C:44]([O:43][C:42](=[O:48])[NH:41]/[C:32](/[NH:2][C:3]1[CH:4]=[CH:5][C:6]([N:9]2[CH2:13][CH2:12][C@@H:11]([NH:14][C:15](=[O:17])[CH3:16])[CH2:10]2)=[CH:7][CH:8]=1)=[N:33]/[C:34](=[O:40])[O:35][C:36]([CH3:39])([CH3:38])[CH3:37])([CH3:47])([CH3:45])[CH3:46]. (2) Given the reactants C(Cl)(=O)C(Cl)=O.CS(C)=O.[CH3:11][O:12][CH2:13][CH2:14][NH:15][S:16]([C:19]1[CH:20]=[C:21]([CH:24]=[CH:25][CH:26]=1)[CH2:22][OH:23])(=[O:18])=[O:17].C(N(CC)CC)C, predict the reaction product. The product is: [CH3:11][O:12][CH2:13][CH2:14][NH:15][S:16]([C:19]1[CH:20]=[C:21]([CH:24]=[CH:25][CH:26]=1)[CH:22]=[O:23])(=[O:18])=[O:17]. (3) Given the reactants [CH3:1][CH:2]([CH3:35])[CH2:3][C@H:4]([NH:23][C:24]([C:26]1[S:27][C:28]2[CH:34]=[CH:33][CH:32]=[CH:31][C:29]=2[CH:30]=1)=[O:25])[C:5]([NH:7][CH2:8][C@H:9]1[CH2:13][CH2:12][O:11][C@@H:10]1[CH2:14][O:15]CC1C=CC=CC=1)=[O:6], predict the reaction product. The product is: [OH:15][CH2:14][C@@H:10]1[C@@H:9]([CH2:8][NH:7][C:5]([C@@H:4]([NH:23][C:24]([C:26]2[S:27][C:28]3[CH:34]=[CH:33][CH:32]=[CH:31][C:29]=3[CH:30]=2)=[O:25])[CH2:3][CH:2]([CH3:35])[CH3:1])=[O:6])[CH2:13][CH2:12][O:11]1. (4) Given the reactants COC1C=C(OC)C=CC=1C[NH:6][C:7]([C:9]1([C:12]2[CH:17]=[CH:16][C:15]([F:18])=[CH:14][CH:13]=2)[CH2:11][CH2:10]1)=[O:8].C(O)(C(F)(F)F)=O, predict the reaction product. The product is: [F:18][C:15]1[CH:14]=[CH:13][C:12]([C:9]2([C:7]([NH2:6])=[O:8])[CH2:11][CH2:10]2)=[CH:17][CH:16]=1.